Dataset: TCR-epitope binding with 47,182 pairs between 192 epitopes and 23,139 TCRs. Task: Binary Classification. Given a T-cell receptor sequence (or CDR3 region) and an epitope sequence, predict whether binding occurs between them. The epitope is FLNGSCGSV. The TCR CDR3 sequence is CASSFLPWTSGGDDEQFF. Result: 1 (the TCR binds to the epitope).